Dataset: Forward reaction prediction with 1.9M reactions from USPTO patents (1976-2016). Task: Predict the product of the given reaction. (1) The product is: [CH3:15][O:13][C:12]([C:3]1[C:2]([NH2:1])=[CH:11][C:10]2[C:5](=[CH:6][CH:7]=[CH:8][CH:9]=2)[CH:4]=1)=[O:14].[CH2:15]([O:17][C:18](=[O:32])[C:19]1[CH:24]=[C:23]([N:25]2[CH2:30][CH2:29][CH2:28][CH2:27][CH2:26]2)[CH:22]=[CH:21][C:20]=1[NH2:31])[CH3:16]. Given the reactants [NH2:1][C:2]1[C:3]([C:12]([OH:14])=[O:13])=[CH:4][C:5]2[C:10]([CH:11]=1)=[CH:9][CH:8]=[CH:7][CH:6]=2.[CH2:15]([O:17][C:18](=[O:32])[C:19]1[CH:24]=[C:23]([N:25]2[CH2:30][CH2:29][CH2:28][CH2:27][CH2:26]2)[CH:22]=[CH:21][C:20]=1[NH2:31])[CH3:16].Cl.CN(C)CCCN=C=NCC.O.ON1C2C=CC=CC=2N=N1, predict the reaction product. (2) Given the reactants [C:1]([CH:3]1[CH2:8][CH2:7][N:6]([C:9]([N:11]2[CH2:16][CH:15]([C:17]3[CH:22]=[CH:21][C:20]([O:23][C:24]([F:27])([F:26])[F:25])=[CH:19][CH:18]=3)[CH2:14][CH:13]([C:28](O)=[O:29])[CH2:12]2)=[O:10])[CH2:5][CH2:4]1)#[N:2].[F:31][C:32]1[CH:37]=[CH:36][CH:35]=[CH:34][C:33]=1[C:38](=[N:40]O)[NH2:39], predict the reaction product. The product is: [F:31][C:32]1[CH:37]=[CH:36][CH:35]=[CH:34][C:33]=1[C:38]1[N:40]=[C:28]([CH:13]2[CH2:14][CH:15]([C:17]3[CH:22]=[CH:21][C:20]([O:23][C:24]([F:26])([F:25])[F:27])=[CH:19][CH:18]=3)[CH2:16][N:11]([C:9]([N:6]3[CH2:7][CH2:8][CH:3]([C:1]#[N:2])[CH2:4][CH2:5]3)=[O:10])[CH2:12]2)[O:29][N:39]=1. (3) Given the reactants II.Br[CH2:4][CH2:5][CH2:6][C:7]([O:9]CC)=[O:8].I[CH2:13][CH2:14][C:15]1[CH:20]=[CH:19][CH:18]=[CH:17][CH:16]=1.Cl, predict the reaction product. The product is: [CH2:14]([C:15]1[CH:20]=[CH:19][C:18]([CH2:4][CH2:5][CH2:6][C:7]([OH:9])=[O:8])=[CH:17][CH:16]=1)[CH3:13]. (4) Given the reactants C(NC(C)C)(C)C.C([Li])CCC.[Br:13][C:14]1[CH:15]=[C:16]2[C:21](=[CH:22][CH:23]=1)[N:20]=[C:19]([Cl:24])[CH:18]=[C:17]2[Cl:25].Br[CH2:27][C:28]1[CH:35]=[CH:34][C:31]([C:32]#[N:33])=[CH:30][CH:29]=1, predict the reaction product. The product is: [Br:13][C:14]1[CH:15]=[C:16]2[C:21](=[CH:22][CH:23]=1)[N:20]=[C:19]([Cl:24])[C:18]([CH2:27][C:28]1[CH:35]=[CH:34][C:31]([C:32]#[N:33])=[CH:30][CH:29]=1)=[C:17]2[Cl:25]. (5) Given the reactants O.[C:2]1([CH:8]([N:10]2[CH2:15][CH2:14][CH2:13][C@H:12]([CH2:16][N:17]3[CH2:22][CH2:21][N:20](C(OCC4C=CC=CC=4)=O)[CH2:19][CH2:18]3)[CH2:11]2)[CH3:9])[CH:7]=[CH:6][CH:5]=[CH:4][CH:3]=1, predict the reaction product. The product is: [C:2]1([CH:8]([N:10]2[CH2:15][CH2:14][CH2:13][C@H:12]([CH2:16][N:17]3[CH2:22][CH2:21][NH:20][CH2:19][CH2:18]3)[CH2:11]2)[CH3:9])[CH:7]=[CH:6][CH:5]=[CH:4][CH:3]=1.